The task is: Predict the product of the given reaction.. This data is from Forward reaction prediction with 1.9M reactions from USPTO patents (1976-2016). (1) Given the reactants C([N:8]1[CH:12]2[CH:13]3[N:17]([CH:18]([C:32]4[CH:37]=[CH:36][CH:35]=[C:34]([O:38][CH3:39])[CH:33]=4)[C:19]4[CH:31]=[CH:30][C:22]([C:23]([N:25]([CH2:28][CH3:29])[CH2:26][CH3:27])=[O:24])=[CH:21][CH:20]=4)[CH:16]([CH:9]1[CH2:10][CH2:11]2)[CH2:15][CH2:14]3)C1C=CC=CC=1, predict the reaction product. The product is: [CH:13]12[N:17]([CH:18]([C:32]3[CH:37]=[CH:36][CH:35]=[C:34]([O:38][CH3:39])[CH:33]=3)[C:19]3[CH:31]=[CH:30][C:22]([C:23]([N:25]([CH2:28][CH3:29])[CH2:26][CH3:27])=[O:24])=[CH:21][CH:20]=3)[CH:16]([CH2:15][CH2:14]1)[CH:9]1[NH:8][CH:12]2[CH2:11][CH2:10]1. (2) Given the reactants O.C(=O)([O-])[O-].[K+].[K+].Br[CH2:9][C:10]([O:12][CH2:13][CH3:14])=[O:11].[CH3:15][C:16]1[NH:17][C:18]2[C:23]([CH:24]=1)=[C:22]([N+:25]([O-:27])=[O:26])[CH:21]=[CH:20][CH:19]=2, predict the reaction product. The product is: [N+:25]([C:22]1[CH:21]=[CH:20][CH:19]=[C:18]2[C:23]=1[CH:24]=[C:16]([CH3:15])[N:17]2[CH2:9][C:10]([O:12][CH2:13][CH3:14])=[O:11])([O-:27])=[O:26].